Dataset: Full USPTO retrosynthesis dataset with 1.9M reactions from patents (1976-2016). Task: Predict the reactants needed to synthesize the given product. (1) The reactants are: C(OC([N:11]1[CH2:16][C@H:15]([CH3:17])[C@:14]([OH:19])([CH3:18])[C@H:13]([NH:20][C:21]([O:23][C:24]([CH3:27])([CH3:26])[CH3:25])=[O:22])[CH2:12]1)=O)C1C=CC=CC=1.[H][H]. Given the product [C:24]([O:23][C:21](=[O:22])[NH:20][C@H:13]1[C:14]([OH:19])([CH3:18])[C@@H:15]([CH3:17])[CH2:16][NH:11][CH2:12]1)([CH3:27])([CH3:25])[CH3:26], predict the reactants needed to synthesize it. (2) Given the product [Cl:24][C:25]1[CH:30]=[CH:29][CH:28]=[C:27]([Cl:31])[C:26]=1[C:2]1[CH:3]=[C:4]2[C:8]3=[C:9]([CH2:11][CH2:12][N:7]3[C@H:6]3[CH2:13][CH2:14][NH:15][CH2:16][C@@H:5]23)[CH:10]=1, predict the reactants needed to synthesize it. The reactants are: Br[C:2]1[CH:3]=[C:4]2[C:8]3=[C:9]([CH2:11][CH2:12][N:7]3[C@H:6]3[CH2:13][CH2:14][N:15](C(OC(C)(C)C)=O)[CH2:16][C@@H:5]23)[CH:10]=1.[Cl:24][C:25]1[CH:30]=[CH:29][CH:28]=[C:27]([Cl:31])[C:26]=1B(O)O. (3) Given the product [N:1]1[CH:6]=[CH:5][N:4]=[CH:3][C:2]=1[C:7]1([NH2:10])[CH2:9][CH2:8]1, predict the reactants needed to synthesize it. The reactants are: [N:1]1[CH:6]=[CH:5][N:4]=[CH:3][C:2]=1[C:7]1([NH:10]C(=O)OCC=C)[CH2:9][CH2:8]1.N1CCOCC1. (4) Given the product [CH3:1][N:2]1[CH2:15][CH2:14][C:5]2[N:6]([C:17]3[CH:18]=[C:19]([N:23]([CH3:25])[CH3:24])[CH:20]=[CH:21][CH:22]=3)[C:7]3[CH:8]=[CH:9][C:10]([CH3:13])=[CH:11][C:12]=3[C:4]=2[CH2:3]1, predict the reactants needed to synthesize it. The reactants are: [CH3:1][N:2]1[CH2:15][CH2:14][C:5]2[NH:6][C:7]3[CH:8]=[CH:9][C:10]([CH3:13])=[CH:11][C:12]=3[C:4]=2[CH2:3]1.Br[C:17]1[CH:18]=[C:19]([N:23]([CH3:25])[CH3:24])[CH:20]=[CH:21][CH:22]=1.[O-]P([O-])([O-])=O.[K+].[K+].[K+].N1CCC[C@H]1C(O)=O. (5) The reactants are: F[C:2]1[CH:7]=[CH:6][C:5]([F:8])=[CH:4][C:3]=1[N+:9]([O-:11])=[O:10].[CH3:12][NH2:13]. Given the product [F:8][C:5]1[CH:6]=[CH:7][C:2]([NH:13][CH3:12])=[C:3]([N+:9]([O-:11])=[O:10])[CH:4]=1, predict the reactants needed to synthesize it.